From a dataset of Forward reaction prediction with 1.9M reactions from USPTO patents (1976-2016). Predict the product of the given reaction. (1) Given the reactants Cl[C:2]1[N:10]=[C:9]2[C:5]([N:6]=[CH:7][N:8]2[C@@H:11]2[CH2:15][C@H:14]([N:16]3[CH:20]=[C:19]([CH2:21][OH:22])[CH:18]=[N:17]3)[C@@H:13]([OH:23])[C@H:12]2[OH:24])=[C:4]([NH:25][CH2:26][CH:27]([C:34]2[CH:39]=[CH:38][CH:37]=[CH:36][CH:35]=2)[C:28]2[CH:33]=[CH:32][CH:31]=[CH:30][CH:29]=2)[N:3]=1.[F:40][C:41]([F:46])([F:45])[C:42]([OH:44])=[O:43].C1(C(C2C=CC=CC=2)CNC2N=C(NCCN3CCCCC3)N=C3C=2N=CN3[C@@H]2C[C@H](N3C=C(CO)C=N3)[C@@H](O)[C@H]2O)C=CC=CC=1.[CH2:94]([N:101]1[CH2:106][CH2:105][CH:104]([NH2:107])[CH2:103][CH2:102]1)[C:95]1[CH:100]=[CH:99][CH:98]=[CH:97][CH:96]=1, predict the reaction product. The product is: [F:40][C:41]([F:46])([F:45])[C:42]([OH:44])=[O:43].[CH2:94]([N:101]1[CH2:106][CH2:105][CH:104]([NH:107][C:2]2[N:10]=[C:9]3[C:5]([N:6]=[CH:7][N:8]3[C@@H:11]3[CH2:15][C@H:14]([N:16]4[CH:20]=[C:19]([CH2:21][OH:22])[CH:18]=[N:17]4)[C@@H:13]([OH:23])[C@H:12]3[OH:24])=[C:4]([NH:25][CH2:26][CH:27]([C:34]3[CH:39]=[CH:38][CH:37]=[CH:36][CH:35]=3)[C:28]3[CH:29]=[CH:30][CH:31]=[CH:32][CH:33]=3)[N:3]=2)[CH2:103][CH2:102]1)[C:95]1[CH:96]=[CH:97][CH:98]=[CH:99][CH:100]=1. (2) Given the reactants [C:1]([OH:5])(=O)[CH2:2][OH:3].[Cl:6][C:7]1[CH:8]=[C:9]([NH:21][C:22]2[C:31]3[C:26](=[CH:27][CH:28]=[CH:29][C:30]=3[O:32][CH2:33][CH2:34][NH:35][CH:36]3[CH2:38][CH2:37]3)[N:25]=[CH:24][N:23]=2)[CH:10]=[CH:11][C:12]=1[O:13][CH2:14][C:15]1[CH:20]=[CH:19][CH:18]=[CH:17][N:16]=1, predict the reaction product. The product is: [Cl:6][C:7]1[CH:8]=[C:9]([NH:21][C:22]2[C:31]3[C:26](=[CH:27][CH:28]=[CH:29][C:30]=3[O:32][CH2:33][CH2:34][N:35]([CH:36]3[CH2:38][CH2:37]3)[C:1](=[O:5])[CH2:2][OH:3])[N:25]=[CH:24][N:23]=2)[CH:10]=[CH:11][C:12]=1[O:13][CH2:14][C:15]1[CH:20]=[CH:19][CH:18]=[CH:17][N:16]=1. (3) Given the reactants [NH2:1][CH2:2][C@H:3]1[CH2:8][CH2:7][C@H:6]([NH:9]C(=O)OCC2C=CC=CC=2)[CH2:5][CH2:4]1.[OH-].[Na+].[C:22](O[C:22]([O:24][C:25]([CH3:28])([CH3:27])[CH3:26])=[O:23])([O:24][C:25]([CH3:28])([CH3:27])[CH3:26])=[O:23], predict the reaction product. The product is: [NH2:9][C@H:6]1[CH2:5][CH2:4][C@H:3]([CH2:2][NH:1][C:22](=[O:23])[O:24][C:25]([CH3:28])([CH3:27])[CH3:26])[CH2:8][CH2:7]1. (4) Given the reactants [H-].[Na+].[CH:3]([C:6]1[CH:11]=[CH:10][C:9]([C:12]2[N:16]([CH2:17][CH2:18][O:19][CH3:20])[C:15]3[C:21]([O:32][CH3:33])=[CH:22][CH:23]=[C:24]([C:25]4[CH:26]=[C:27]([OH:31])[CH:28]=[CH:29][CH:30]=4)[C:14]=3[N:13]=2)=[CH:8][CH:7]=1)([CH3:5])[CH3:4], predict the reaction product. The product is: [CH:3]([C:6]1[CH:7]=[CH:8][C:9]([C:12]2[N:16]([CH2:17][CH2:18][O:19][CH3:20])[C:15]3[C:21]([O:32][CH3:33])=[CH:22][CH:23]=[C:24]([C:25]4[CH:30]=[CH:29][CH:28]=[C:27]([O:31][CH2:17][CH2:18][O:19][CH3:20])[CH:26]=4)[C:14]=3[N:13]=2)=[CH:10][CH:11]=1)([CH3:5])[CH3:4]. (5) Given the reactants [CH2:1]([O:8][C:9]([CH:11]1[CH:16]([C:17]([OH:19])=O)[CH:15]2[O:20][CH:12]1[CH2:13][CH2:14]2)=[O:10])[C:2]1[CH:7]=[CH:6][CH:5]=[CH:4][CH:3]=1.[N:21]1([CH2:27][CH2:28][OH:29])[CH2:26][CH2:25][NH:24][CH2:23][CH2:22]1.C(Cl)CCl.C1C=CC2N(O)N=NC=2C=1.CCN(C(C)C)C(C)C, predict the reaction product. The product is: [CH2:1]([O:8][C:9]([CH:11]1[CH:16]([C:17]([N:24]2[CH2:25][CH2:26][N:21]([CH2:27][CH2:28][OH:29])[CH2:22][CH2:23]2)=[O:19])[CH:15]2[O:20][CH:12]1[CH2:13][CH2:14]2)=[O:10])[C:2]1[CH:3]=[CH:4][CH:5]=[CH:6][CH:7]=1. (6) The product is: [C:13]([NH:7][CH2:6][C:5]1[CH:8]=[CH:9][C:10]([F:11])=[C:3]([Br:2])[CH:4]=1)([O:15][C:16]([CH3:19])([CH3:18])[CH3:17])=[O:12]. Given the reactants Cl.[Br:2][C:3]1[CH:4]=[C:5]([CH:8]=[CH:9][C:10]=1[F:11])[CH2:6][NH2:7].[O:12](C(OC(C)(C)C)=O)[C:13]([O:15][C:16]([CH3:19])([CH3:18])[CH3:17])=O, predict the reaction product. (7) Given the reactants Br[CH2:2][C:3]1[CH:4]=[C:5]([F:10])[C:6]([Cl:9])=[N:7][CH:8]=1.C1N2CN3CN(C2)CN1C3.C([O-])(O)=[O:22].[Na+], predict the reaction product. The product is: [Cl:9][C:6]1[C:5]([F:10])=[CH:4][C:3]([CH:2]=[O:22])=[CH:8][N:7]=1.